This data is from Forward reaction prediction with 1.9M reactions from USPTO patents (1976-2016). The task is: Predict the product of the given reaction. (1) Given the reactants Cl[C:2]([O:4][CH:5]([CH3:7])[CH3:6])=[O:3].FC(F)(F)C(O)=O.[CH2:15]([O:17][C:18]1[CH:39]=[CH:38][C:21]([O:22][C:23]2[N:28]=[CH:27][N:26]=[C:25]3[N:29]([CH:32]4[CH2:37][CH2:36][NH:35][CH2:34][CH2:33]4)[N:30]=[CH:31][C:24]=23)=[C:20]([F:40])[CH:19]=1)[CH3:16].C(N(C(C)C)CC)(C)C.O, predict the reaction product. The product is: [CH:5]([O:4][C:2]([N:35]1[CH2:36][CH2:37][CH:32]([N:29]2[C:25]3=[N:26][CH:27]=[N:28][C:23]([O:22][C:21]4[CH:38]=[CH:39][C:18]([O:17][CH2:15][CH3:16])=[CH:19][C:20]=4[F:40])=[C:24]3[CH:31]=[N:30]2)[CH2:33][CH2:34]1)=[O:3])([CH3:7])[CH3:6]. (2) Given the reactants [C:1]1([C:7]2[CH:12]=[CH:11][N:10]3[CH:13]=[CH:14][N:15]=[C:9]3[CH:8]=2)[CH:6]=[CH:5][CH:4]=[CH:3][CH:2]=1.[I:16]I.C(=O)(O)[O-].[Na+], predict the reaction product. The product is: [I:16][C:13]1[N:10]2[CH:11]=[CH:12][C:7]([C:1]3[CH:2]=[CH:3][CH:4]=[CH:5][CH:6]=3)=[CH:8][C:9]2=[N:15][CH:14]=1. (3) Given the reactants [CH2:1]([C@@H:8]1[C@@H:16]([CH2:17][C:18]2[CH:23]=[CH:22][CH:21]=[CH:20][CH:19]=2)[C@H:15]([CH3:24])[O:14][C:13](=[O:25])[C@@H:12]([NH:26][C:27](=[O:37])[C:28]2[C:33]([OH:34])=[C:32]([O:35][CH3:36])[CH:31]=[CH:30][N:29]=2)[CH2:11][CH2:10][CH2:9]1)[C:2]1[CH:7]=[CH:6][CH:5]=[CH:4][CH:3]=1.[C:38]([O:43][CH2:44]Cl)(=[O:42])[CH:39]([CH3:41])[CH3:40].[Na+].[I-].C([O-])([O-])=O.[Na+].[Na+], predict the reaction product. The product is: [C:38]([O:43][CH2:44][O:34][C:33]1[C:28]([C:27](=[O:37])[NH:26][C@H:12]2[CH2:11][CH2:10][CH2:9][C@H:8]([CH2:1][C:2]3[CH:7]=[CH:6][CH:5]=[CH:4][CH:3]=3)[C@@H:16]([CH2:17][C:18]3[CH:23]=[CH:22][CH:21]=[CH:20][CH:19]=3)[C@H:15]([CH3:24])[O:14][C:13]2=[O:25])=[N:29][CH:30]=[CH:31][C:32]=1[O:35][CH3:36])(=[O:42])[CH:39]([CH3:41])[CH3:40].